This data is from Forward reaction prediction with 1.9M reactions from USPTO patents (1976-2016). The task is: Predict the product of the given reaction. (1) The product is: [CH3:1][C:2]1[CH:11]=[C:10]([CH2:12][O:13][CH:14]2[CH2:19][CH2:18][N:17]([S:20]([CH2:23][CH:24]([NH:34][OH:35])[CH2:25][CH2:26][CH2:27][C:28]3[N:33]=[CH:32][CH:31]=[CH:30][N:29]=3)(=[O:21])=[O:22])[CH2:16][CH2:15]2)[C:9]2[C:4](=[CH:5][CH:6]=[CH:7][CH:8]=2)[N:3]=1. Given the reactants [CH3:1][C:2]1[CH:11]=[C:10]([CH2:12][O:13][CH:14]2[CH2:19][CH2:18][N:17]([S:20](/[CH:23]=[CH:24]/[CH2:25][CH2:26][CH2:27][C:28]3[N:33]=[CH:32][CH:31]=[CH:30][N:29]=3)(=[O:22])=[O:21])[CH2:16][CH2:15]2)[C:9]2[C:4](=[CH:5][CH:6]=[CH:7][CH:8]=2)[N:3]=1.[NH2:34][OH:35].O.CCOC(C)=O, predict the reaction product. (2) The product is: [C:34]([O:33][C:31]([N:28]1[CH2:29][CH2:30][CH:25]([NH:24][C:4]2[N:3]=[C:2]([NH2:1])[C:7]([C:8](=[O:9])[C:10]3[C:15]([O:16][CH3:17])=[CH:14][CH:13]=[C:12]([F:18])[C:11]=3[F:19])=[CH:6][N:5]=2)[CH2:26][CH2:27]1)=[O:32])([CH3:37])([CH3:35])[CH3:36]. Given the reactants [NH2:1][C:2]1[C:7]([C:8]([C:10]2[C:15]([O:16][CH3:17])=[CH:14][CH:13]=[C:12]([F:18])[C:11]=2[F:19])=[O:9])=[CH:6][N:5]=[C:4](S(CC)=O)[N:3]=1.[NH2:24][CH:25]1[CH2:30][CH2:29][N:28]([C:31]([O:33][C:34]([CH3:37])([CH3:36])[CH3:35])=[O:32])[CH2:27][CH2:26]1, predict the reaction product. (3) Given the reactants [CH2:1]([N:5]1[CH:9]=[C:8](B2OC(C)(C)C(C)(C)O2)[CH:7]=[N:6]1)[CH:2]([CH3:4])[CH3:3].Br[C:20]1[O:24][C:23]([C:25]([NH:27][CH2:28][C:29]2[CH:34]=[CH:33][N:32]3[CH:35]=[CH:36][N:37]=[C:31]3[CH:30]=2)=[O:26])=[CH:22][CH:21]=1.Br[C:39]1[CH:45]=CC(N)=C[CH:40]=1, predict the reaction product. The product is: [CH2:1]([N:5]1[CH:9]=[C:8]([C:20]2[O:24][C:23]([C:25]([NH:27][CH2:28][C:29]3[CH:34]=[CH:33][N:32]4[CH:35]=[CH:36][N:37]=[C:31]4[CH:30]=3)=[O:26])=[CH:22][CH:21]=2)[CH:7]=[N:6]1)[C:2]1[CH:3]=[CH:45][CH:39]=[CH:40][CH:4]=1. (4) Given the reactants [OH:1]O.[CH3:3][C:4]1[C:5]([C:10]([O:12][CH2:13][CH3:14])=[O:11])=[N:6][CH:7]=[CH:8][CH:9]=1, predict the reaction product. The product is: [CH3:3][C:4]1[C:5]([C:10]([O:12][CH2:13][CH3:14])=[O:11])=[N+:6]([O-:1])[CH:7]=[CH:8][CH:9]=1. (5) Given the reactants [CH3:1][C:2]1[O:6][N:5]=[C:4]([C:7]2[CH:12]=[CH:11][CH:10]=[CH:9][CH:8]=2)[C:3]=1[CH2:13][O:14][C:15]1[N:16]=[CH:17][C:18]([C:21]([OH:23])=O)=[N:19][CH:20]=1.F[B-](F)(F)F.[N:29]1(OC(N(C)C)=[N+](C)C)[C:33]2[CH:34]=[CH:35][CH:36]=CC=2N=N1.C(N(CC)C(C)C)(C)C.NCC1CC1, predict the reaction product. The product is: [CH:34]1([CH2:33][NH:29][C:21]([C:18]2[CH:17]=[N:16][C:15]([O:14][CH2:13][C:3]3[C:4]([C:7]4[CH:8]=[CH:9][CH:10]=[CH:11][CH:12]=4)=[N:5][O:6][C:2]=3[CH3:1])=[CH:20][N:19]=2)=[O:23])[CH2:36][CH2:35]1. (6) Given the reactants [Cl:1][C:2]1[CH:7]=[C:6]([N+:8]([O-:10])=[O:9])[C:5](Cl)=[CH:4][C:3]=1[NH2:12].[SH:13][C:14]1[CH:24]=[CH:23][CH:22]=[CH:21][C:15]=1[C:16]([N:18]([CH3:20])[CH3:19])=[O:17].C(=O)([O-])[O-].[K+].[K+], predict the reaction product. The product is: [NH2:12][C:3]1[C:2]([Cl:1])=[CH:7][C:6]([N+:8]([O-:10])=[O:9])=[C:5]([S:13][C:14]2[CH:24]=[CH:23][CH:22]=[CH:21][C:15]=2[C:16]([N:18]([CH3:20])[CH3:19])=[O:17])[CH:4]=1.